From a dataset of Reaction yield outcomes from USPTO patents with 853,638 reactions. Predict the reaction yield, written as a fraction of the theoretical maximum amount of product (1.0 means a 100% yield; for example, 0.34 means a 34% yield). The reactants are [F:1][C:2]1[CH:3]=[C:4]([C@:15]([NH:30][C:31]([NH:33][CH2:34][C:35]#[CH:36])=[O:32])([C:23]2[CH:28]=[CH:27][C:26]([F:29])=[CH:25][CH:24]=2)[CH2:16][C:17]2[CH:22]=[CH:21][CH:20]=[CH:19][CH:18]=2)[CH:5]=[C:6]([O:8][C:9]([F:14])([F:13])[CH:10]([F:12])[F:11])[CH:7]=1.C(O)(C)(C)C.[N:42]([C:45]1[C:53]([F:54])=[C:52]([F:55])[C:48]([C:49]([OH:51])=[O:50])=[C:47]([F:56])[C:46]=1[F:57])=[N+:43]=[N-:44].O=C1O[C@H]([C@H](CO)O)C([O-])=C1O.[Na+]. The catalyst is O. The product is [F:55][C:52]1[C:53]([F:54])=[C:45]([N:42]2[CH:36]=[C:35]([CH2:34][NH:33][C:31]([NH:30][C@@:15]([C:4]3[CH:5]=[C:6]([O:8][C:9]([F:14])([F:13])[CH:10]([F:12])[F:11])[CH:7]=[C:2]([F:1])[CH:3]=3)([C:23]3[CH:24]=[CH:25][C:26]([F:29])=[CH:27][CH:28]=3)[CH2:16][C:17]3[CH:18]=[CH:19][CH:20]=[CH:21][CH:22]=3)=[O:32])[N:44]=[N:43]2)[C:46]([F:57])=[C:47]([F:56])[C:48]=1[C:49]([OH:51])=[O:50]. The yield is 0.780.